From a dataset of Reaction yield outcomes from USPTO patents with 853,638 reactions. Predict the reaction yield, written as a fraction of the theoretical maximum amount of product (1.0 means a 100% yield; for example, 0.34 means a 34% yield). The reactants are C([O:3][C:4](=[O:47])[CH2:5][CH2:6][CH2:7][O:8][C:9]1[CH:14]=[CH:13][CH:12]=[C:11]([CH2:15][CH2:16][CH2:17][CH2:18][CH2:19][CH2:20][O:21][C:22]2[CH:23]=[C:24]([C:33]3[CH:38]=[CH:37][C:36]([Cl:39])=[CH:35][CH:34]=3)[CH:25]=[C:26]([S:28]([CH2:31][CH3:32])(=[O:30])=[O:29])[CH:27]=2)[C:10]=1[CH2:40][CH2:41][C:42]([O:44]CC)=[O:43])C.[OH-].[Na+]. No catalyst specified. The product is [C:42]([CH2:41][CH2:40][C:10]1[C:11]([CH2:15][CH2:16][CH2:17][CH2:18][CH2:19][CH2:20][O:21][C:22]2[CH:23]=[C:24]([C:33]3[CH:34]=[CH:35][C:36]([Cl:39])=[CH:37][CH:38]=3)[CH:25]=[C:26]([S:28]([CH2:31][CH3:32])(=[O:29])=[O:30])[CH:27]=2)=[CH:12][CH:13]=[CH:14][C:9]=1[O:8][CH2:7][CH2:6][CH2:5][C:4]([OH:47])=[O:3])([OH:44])=[O:43]. The yield is 0.990.